Dataset: Peptide-MHC class II binding affinity with 134,281 pairs from IEDB. Task: Regression. Given a peptide amino acid sequence and an MHC pseudo amino acid sequence, predict their binding affinity value. This is MHC class II binding data. (1) The peptide sequence is WLDAKSTWYGKPTGAGPKDN. The MHC is DRB5_0101 with pseudo-sequence DRB5_0101. The binding affinity (normalized) is 0.443. (2) The peptide sequence is GDGWPYIASRSQIKG. The MHC is DRB1_0101 with pseudo-sequence DRB1_0101. The binding affinity (normalized) is 0.597.